From a dataset of Full USPTO retrosynthesis dataset with 1.9M reactions from patents (1976-2016). Predict the reactants needed to synthesize the given product. (1) Given the product [N:19]1([C:17]([C:14]2[CH:15]=[CH:16][C:11]([C:8]3[CH:9]=[CH:10][C:5]4[N:6]([C:2]([C:35]#[C:34][C:36]5[CH:37]=[CH:38][C:39]([NH:42][C:43](=[O:49])[O:44][C:45]([CH3:47])([CH3:46])[CH3:48])=[N:40][CH:41]=5)=[CH:3][N:4]=4)[N:7]=3)=[CH:12][CH:13]=2)=[O:18])[CH2:24][CH2:23][O:22][CH2:21][CH2:20]1, predict the reactants needed to synthesize it. The reactants are: I[C:2]1[N:6]2[N:7]=[C:8]([C:11]3[CH:16]=[CH:15][C:14]([C:17]([N:19]4[CH2:24][CH2:23][O:22][CH2:21][CH2:20]4)=[O:18])=[CH:13][CH:12]=3)[CH:9]=[CH:10][C:5]2=[N:4][CH:3]=1.C(N(C(C)C)CC)(C)C.[C:34]([C:36]1[CH:37]=[CH:38][C:39]([NH:42][C:43](=[O:49])[O:44][C:45]([CH3:48])([CH3:47])[CH3:46])=[N:40][CH:41]=1)#[CH:35]. (2) Given the product [C:41]([C:45]1[O:49][N:48]=[C:47]([C:33]([NH:32][CH2:31][C:28]2[CH:29]=[CH:30][C:25]([C:22]3[CH:21]=[CH:20][N:19]=[C:18]4[NH:17][C:8]([C:5]5[CH:4]=[CH:3][C:2]([N:10]6[CH2:15][CH2:14][CH:13]([OH:16])[CH2:12][CH2:11]6)=[CH:7][N:6]=5)=[N:24][C:23]=34)=[CH:26][C:27]=2[F:40])=[O:39])[N:46]=1)([CH3:44])([CH3:43])[CH3:42], predict the reactants needed to synthesize it. The reactants are: F[C:2]1[CH:3]=[CH:4][C:5]([CH:8]=O)=[N:6][CH:7]=1.[NH:10]1[CH2:15][CH2:14][CH:13]([OH:16])[CH2:12][CH2:11]1.[NH2:17][C:18]1[C:23]([NH2:24])=[C:22]([C:25]2[CH:30]=[CH:29][C:28]([CH2:31][NH:32][C:33](=[O:39])OC(C)(C)C)=[C:27]([F:40])[CH:26]=2)[CH:21]=[CH:20][N:19]=1.[C:41]([C:45]1[O:49][N:48]=[C:47](C([O-])=O)[N:46]=1)([CH3:44])([CH3:43])[CH3:42]. (3) Given the product [C:23]([C:25]1[CH:26]=[C:27]([CH:31]=[C:32]([O:34][C:35]([F:36])([F:38])[F:37])[CH:33]=1)[C:28]([NH:6][C:5]1[CH:7]=[CH:8][C:2]([CH3:1])=[C:3]([N:9]2[C:16]3[N:12]([N:13]=[C:14]([C:17]4[CH:18]=[N:19][CH:20]=[CH:21][CH:22]=4)[CH:15]=3)[CH:11]=[CH:10]2)[CH:4]=1)=[O:29])#[N:24], predict the reactants needed to synthesize it. The reactants are: [CH3:1][C:2]1[CH:8]=[CH:7][C:5]([NH2:6])=[CH:4][C:3]=1[N:9]1[C:16]2[N:12]([N:13]=[C:14]([C:17]3[CH:18]=[N:19][CH:20]=[CH:21][CH:22]=3)[CH:15]=2)[CH:11]=[CH:10]1.[C:23]([C:25]1[CH:26]=[C:27]([CH:31]=[C:32]([O:34][C:35]([F:38])([F:37])[F:36])[CH:33]=1)[C:28](O)=[O:29])#[N:24]. (4) Given the product [CH3:13][S:14]([O:17][CH:18]([CH:20]([C:34]1[CH:35]=[CH:36][CH:37]=[CH:38][CH:39]=1)[CH2:21][CH2:22][OH:23])[CH3:19])(=[O:16])=[O:15], predict the reactants needed to synthesize it. The reactants are: O.C1(C)C=CC(S(O)(=O)=O)=CC=1.[CH3:13][S:14]([O:17][CH:18]([CH:20]([C:34]1[CH:39]=[CH:38][CH:37]=[CH:36][CH:35]=1)[CH2:21][CH2:22][O:23][Si](C(C)C)(C(C)C)C(C)C)[CH3:19])(=[O:16])=[O:15].C(OCC)(=O)C.C(=O)([O-])O.[Na+]. (5) Given the product [N:1]1([C:7]([C:9]2[CH:14]=[CH:13][C:12]([N:15]3[CH:19]=[C:18]([C:20]4[C:28]5[C:23](=[CH:24][C:25]([CH2:29][CH2:30][CH2:31][OH:32])=[CH:26][CH:27]=5)[NH:22][N:21]=4)[N:17]=[N:16]3)=[CH:11][CH:10]=2)=[O:8])[CH2:2][CH2:3][O:4][CH2:5][CH2:6]1, predict the reactants needed to synthesize it. The reactants are: [N:1]1([C:7]([C:9]2[CH:14]=[CH:13][C:12]([N:15]3[CH:19]=[C:18]([C:20]4[C:28]5[C:23](=[CH:24][C:25]([C:29]#[C:30][CH2:31][OH:32])=[CH:26][CH:27]=5)[NH:22][N:21]=4)[N:17]=[N:16]3)=[CH:11][CH:10]=2)=[O:8])[CH2:6][CH2:5][O:4][CH2:3][CH2:2]1.